This data is from Full USPTO retrosynthesis dataset with 1.9M reactions from patents (1976-2016). The task is: Predict the reactants needed to synthesize the given product. (1) Given the product [N:11]1[CH:12]=[CH:13][CH:14]=[C:9]([O:8][CH2:7][CH2:6][CH2:5][CH2:4][CH2:3][CH2:2][NH:1][C:17]([NH:18][C:19]#[N:20])=[N:21][C:22]2[CH:27]=[CH:26][N:25]=[CH:24][CH:23]=2)[CH:10]=1, predict the reactants needed to synthesize it. The reactants are: [NH2:1][CH2:2][CH2:3][CH2:4][CH2:5][CH2:6][CH2:7][O:8][C:9]1[CH:10]=[N:11][CH:12]=[CH:13][CH:14]=1.CS[C:17](=[N:21][C:22]1[CH:27]=[CH:26][N:25]=[CH:24][CH:23]=1)[NH:18][C:19]#[N:20].C(N(CC)CC)C. (2) Given the product [F:21][C:22]1([F:28])[CH2:27][CH2:26][N:25]([C:3]2[N:8]=[CH:7][N:6]=[C:5]([N:9]3[C:13](=[O:14])[C:12]([N:15]4[CH:19]=[CH:18][N:17]=[CH:16]4)=[CH:11][NH:10]3)[CH:4]=2)[CH2:24][CH2:23]1, predict the reactants needed to synthesize it. The reactants are: Cl.Cl[C:3]1[N:8]=[CH:7][N:6]=[C:5]([N:9]2[C:13](=[O:14])[C:12]([N:15]3[CH:19]=[CH:18][N:17]=[CH:16]3)=[CH:11][NH:10]2)[CH:4]=1.Cl.[F:21][C:22]1([F:28])[CH2:27][CH2:26][NH:25][CH2:24][CH2:23]1.C(N(C(C)C)C(C)C)C.